Predict the reactants needed to synthesize the given product. From a dataset of Full USPTO retrosynthesis dataset with 1.9M reactions from patents (1976-2016). (1) Given the product [O:1]1[CH2:2][CH:3]([C:5]2[CH:14]=[CH:13][C:8]([C:9]([OH:11])=[O:10])=[CH:7][CH:6]=2)[CH2:4]1, predict the reactants needed to synthesize it. The reactants are: [O:1]1[CH2:4][CH:3]([C:5]2[CH:14]=[CH:13][C:8]([C:9]([O:11]C)=[O:10])=[CH:7][CH:6]=2)[CH2:2]1.O.[OH-].[Li+].C1COCC1. (2) Given the product [CH:1]1([C:4]2[N:5]=[C:6]([C:9]3[CH:14]=[C:13]([NH:15][C:16]([NH:18][CH2:19][CH3:20])=[O:17])[N:12]=[CH:11][C:10]=3[C:37]3[CH:36]=[C:35]4[C:40](=[CH:39][CH:38]=3)[N:31]([C@@H:26]([CH2:27][CH:28]([CH3:30])[CH3:29])[CH2:25][OH:24])[CH:32]=[C:33]([C:43]([O:45][CH2:46][CH3:47])=[O:44])[C:34]4=[O:42])[S:7][CH:8]=2)[CH2:3][CH2:2]1, predict the reactants needed to synthesize it. The reactants are: [CH:1]1([C:4]2[N:5]=[C:6]([C:9]3[CH:14]=[C:13]([NH:15][C:16]([NH:18][CH2:19][CH3:20])=[O:17])[N:12]=[CH:11][C:10]=3B(O)O)[S:7][CH:8]=2)[CH2:3][CH2:2]1.[OH:24][CH2:25][C@@H:26]([N:31]1[C:40]2[C:35](=[CH:36][C:37](I)=[CH:38][CH:39]=2)[C:34](=[O:42])[C:33]([C:43]([O:45][CH2:46][CH3:47])=[O:44])=[CH:32]1)[CH2:27][CH:28]([CH3:30])[CH3:29].C(=O)([O-])[O-].[K+].[K+]. (3) The reactants are: Br[C:2]1[C:3]([N:21]2[CH2:26][CH2:25][C:24]([CH3:28])([CH3:27])[CH2:23][CH2:22]2)=[C:4]([C@H:10]([O:16][C:17]([CH3:20])([CH3:19])[CH3:18])[C:11]([O:13][CH2:14][CH3:15])=[O:12])[C:5]([CH3:9])=[N:6][C:7]=1[CH3:8].[F:29][C:30]1[CH:31]=[C:32]([CH:44]=[CH:45][CH:46]=1)[CH2:33][O:34][C:35]1[CH:40]=[CH:39][C:38](B(O)O)=[CH:37][CH:36]=1.C([O-])([O-])=O.[Na+].[Na+]. Given the product [C:17]([O:16][C@@H:10]([C:4]1[C:5]([CH3:9])=[N:6][C:7]([CH3:8])=[C:2]([C:38]2[CH:37]=[CH:36][C:35]([O:34][CH2:33][C:32]3[CH:44]=[CH:45][CH:46]=[C:30]([F:29])[CH:31]=3)=[CH:40][CH:39]=2)[C:3]=1[N:21]1[CH2:26][CH2:25][C:24]([CH3:28])([CH3:27])[CH2:23][CH2:22]1)[C:11]([O:13][CH2:14][CH3:15])=[O:12])([CH3:20])([CH3:19])[CH3:18], predict the reactants needed to synthesize it. (4) Given the product [C:2]1([NH:1][CH2:9][Si:10]([CH3:15])([O:13][CH3:14])[O:11][CH3:12])[CH:7]=[CH:6][CH:5]=[CH:4][CH:3]=1, predict the reactants needed to synthesize it. The reactants are: [NH2:1][C:2]1[CH:7]=[CH:6][CH:5]=[CH:4][CH:3]=1.Cl[CH2:9][Si:10]([CH3:15])([O:13][CH3:14])[O:11][CH3:12].[SiH4]. (5) The reactants are: Br[C:2]1[N:6]2[C:7]3[CH:19]=[CH:18][CH:17]=[N:16][C:8]=3[NH:9][C:10]3[CH:15]=[CH:14][CH:13]=[CH:12][C:11]=3[C:5]2=[N:4][C:3]=1[C:20]1[CH:25]=[CH:24][CH:23]=[CH:22][CH:21]=1.[CH3:26][C:27]([NH:44][C:45](=[O:51])[O:46][C:47]([CH3:50])([CH3:49])[CH3:48])([C:29]1[CH:34]=[CH:33][C:32](B2OC(C)(C)C(C)(C)O2)=[CH:31][CH:30]=1)[CH3:28].P([O-])([O-])([O-])=O.[K+].[K+].[K+]. Given the product [CH3:28][C:27]([NH:44][C:45](=[O:51])[O:46][C:47]([CH3:48])([CH3:49])[CH3:50])([C:29]1[CH:30]=[CH:31][C:32]([C:2]2[N:6]3[C:7]4[CH:19]=[CH:18][CH:17]=[N:16][C:8]=4[NH:9][C:10]4[CH:15]=[CH:14][CH:13]=[CH:12][C:11]=4[C:5]3=[N:4][C:3]=2[C:20]2[CH:21]=[CH:22][CH:23]=[CH:24][CH:25]=2)=[CH:33][CH:34]=1)[CH3:26], predict the reactants needed to synthesize it. (6) Given the product [ClH:1].[CH3:11][NH:10][C:8]([C:4]1[CH:3]=[C:2]([N:12]2[CH2:17][CH2:16][NH:15][CH2:14][CH2:13]2)[CH:7]=[CH:6][N:5]=1)=[O:9], predict the reactants needed to synthesize it. The reactants are: [Cl:1][C:2]1[CH:7]=[CH:6][N:5]=[C:4]([C:8]([NH:10][CH3:11])=[O:9])[CH:3]=1.[NH:12]1[CH2:17][CH2:16][NH:15][CH2:14][CH2:13]1.C(=O)(O)[O-].[Na+].Cl.O1CCOCC1. (7) Given the product [CH3:14][O:13][C:10]1[C:11]2[O:12][CH2:18][O:1][C:2]=2[CH:3]=[C:4]([C:5]([O:7][CH3:8])=[O:6])[CH:9]=1, predict the reactants needed to synthesize it. The reactants are: [OH:1][C:2]1[CH:3]=[C:4]([CH:9]=[C:10]([O:13][CH3:14])[C:11]=1[OH:12])[C:5]([O:7][CH3:8])=[O:6].[F-].[K+].Br[CH2:18]Br.C(OCC)(=O)C.CCCCCC. (8) Given the product [C:2]([C@@H:4]1[CH2:8][C@H:7]([F:9])[CH2:6][N:5]1[C:10]([N:18]1[CH2:23][CH2:22][CH2:21][C@@H:20]([NH:24][C:25]2[CH:30]=[CH:29][N:28]=[C:27]([C:31]3[N:35]4[CH:36]=[C:37]([C:40]#[N:41])[CH:38]=[CH:39][C:34]4=[N:33][CH:32]=3)[N:26]=2)[CH2:19]1)=[O:11])#[N:3], predict the reactants needed to synthesize it. The reactants are: [I-].[C:2]([C@@H:4]1[CH2:8][C@H:7]([F:9])[CH2:6][N:5]1[C:10](N1C=C[N+](C)=C1)=[O:11])#[N:3].[NH:18]1[CH2:23][CH2:22][CH2:21][C@@H:20]([NH:24][C:25]2[CH:30]=[CH:29][N:28]=[C:27]([C:31]3[N:35]4[CH:36]=[C:37]([C:40]#[N:41])[CH:38]=[CH:39][C:34]4=[N:33][CH:32]=3)[N:26]=2)[CH2:19]1.C(N(CC)CC)C. (9) Given the product [NH2:12][C:3]1[N:4]=[CH:5][C:6]([C:17]2[CH:18]=[CH:19][C:14]([OH:13])=[CH:15][CH:16]=2)=[C:7]([CH:8]2[CH2:10][CH2:9]2)[C:2]=1[C:7]1[CH:6]=[CH:5][C:23]([OH:26])=[CH:3][CH:2]=1, predict the reactants needed to synthesize it. The reactants are: Br[C:2]1[C:3]([NH2:12])=[N:4][CH:5]=[C:6](Br)[C:7]=1[CH:8]1[CH2:10][CH2:9]1.[OH:13][C:14]1[CH:19]=[CH:18][C:17](B(O)O)=[CH:16][CH:15]=1.[C:23]([O-:26])([O-])=O.[K+].[K+]. (10) Given the product [CH2:31]([O:30][C:28]([N:11]1[C:12]2[C:7](=[CH:6][C:5]([C:21]3[N:22]([CH3:26])[N:23]=[CH:24][CH:25]=3)=[C:4]([CH:1]([CH3:3])[CH3:2])[CH:13]=2)[C:8](=[O:20])[N:9]([N:15]([C:28]([O:30][CH2:31][CH:32]([CH3:34])[CH3:33])=[O:29])[S:16]([CH3:19])(=[O:17])=[O:18])[C:10]1=[O:14])=[O:29])[CH:32]([CH3:34])[CH3:33], predict the reactants needed to synthesize it. The reactants are: [CH:1]([C:4]1[CH:13]=[C:12]2[C:7]([C:8](=[O:20])[N:9]([NH:15][S:16]([CH3:19])(=[O:18])=[O:17])[C:10](=[O:14])[NH:11]2)=[CH:6][C:5]=1[C:21]1[N:22]([CH3:26])[N:23]=[CH:24][CH:25]=1)([CH3:3])[CH3:2].Cl[C:28]([O:30][CH2:31][CH:32]([CH3:34])[CH3:33])=[O:29].